Dataset: Full USPTO retrosynthesis dataset with 1.9M reactions from patents (1976-2016). Task: Predict the reactants needed to synthesize the given product. The reactants are: BrC1C=CC(CC[OH:10])=CC=1.C(Br)(Br)(Br)Br.[CH:16]1[CH:21]=[CH:20][C:19]([P:22]([C:29]2[CH:34]=[CH:33][CH:32]=[CH:31][CH:30]=2)[C:23]2[CH:28]=[CH:27][CH:26]=[CH:25][CH:24]=2)=[CH:18][CH:17]=1. Given the product [C:23]1([P:22](=[O:10])([C:19]2[CH:18]=[CH:17][CH:16]=[CH:21][CH:20]=2)[C:29]2[CH:34]=[CH:33][CH:32]=[CH:31][CH:30]=2)[CH:28]=[CH:27][CH:26]=[CH:25][CH:24]=1, predict the reactants needed to synthesize it.